Dataset: Rat liver microsome stability data. Task: Regression/Classification. Given a drug SMILES string, predict its absorption, distribution, metabolism, or excretion properties. Task type varies by dataset: regression for continuous measurements (e.g., permeability, clearance, half-life) or binary classification for categorical outcomes (e.g., BBB penetration, CYP inhibition). Dataset: rlm. (1) The compound is Fc1ccc(CNc2nc(-c3ccncc3)nc3ccccc23)cc1F. The result is 1 (stable in rat liver microsomes). (2) The molecule is COc1cc(C=C(C#N)c2nc3ccccc3[nH]2)ccc1OCc1ccc(F)cc1. The result is 1 (stable in rat liver microsomes). (3) The drug is Cc1cnc(NC(=O)[C@H](CC2CCCC2)n2ccc(S(C)(=O)=O)cc2=O)cn1. The result is 0 (unstable in rat liver microsomes). (4) The result is 0 (unstable in rat liver microsomes). The compound is COc1cccc(CNc2ccc(S(=O)(=O)Nc3ccc(N4CCNCC4)nc3)cc2)c1O.